From a dataset of Full USPTO retrosynthesis dataset with 1.9M reactions from patents (1976-2016). Predict the reactants needed to synthesize the given product. (1) Given the product [OH:19][CH2:18][CH2:16][CH2:15][O:14][CH2:13][CH2:12][O:9][N:8]([CH3:10])[C:1](=[O:2])[O:3][C:4]([CH3:7])([CH3:6])[CH3:5], predict the reactants needed to synthesize it. The reactants are: [C:1]([N:8]([CH3:10])[OH:9])([O:3][C:4]([CH3:7])([CH3:6])[CH3:5])=[O:2].Cl[CH2:12][CH2:13][O:14][CH2:15][CH2:16]O.[C:18]([O-])([O-])=[O:19].[K+].[K+]. (2) Given the product [Cl:1][C:2]1[CH:7]=[CH:6][C:5]([C:8]2[C:12]3[CH:13]=[CH:14][C:15]([C:28]#[C:27][CH2:26][CH2:25][OH:29])=[CH:16][C:11]=3[S:10][N:9]=2)=[CH:4][CH:3]=1, predict the reactants needed to synthesize it. The reactants are: [Cl:1][C:2]1[CH:7]=[CH:6][C:5]([C:8]2[C:12]3[CH:13]=[CH:14][C:15](OS(C(F)(F)F)(=O)=O)=[CH:16][C:11]=3[S:10][N:9]=2)=[CH:4][CH:3]=1.[CH2:25]([OH:29])[CH2:26][C:27]#[CH:28].